Predict the reaction yield, written as a fraction of the theoretical maximum amount of product (1.0 means a 100% yield; for example, 0.34 means a 34% yield). From a dataset of Reaction yield outcomes from USPTO patents with 853,638 reactions. (1) The reactants are Br[C:2]1[CH:7]=[CH:6][C:5]([F:8])=[C:4]([F:9])[CH:3]=1.[Mg].II.[C:13]([N:20]1[CH2:24][CH2:23][C:22](=[O:25])[CH2:21]1)([O:15][C:16]([CH3:19])([CH3:18])[CH3:17])=[O:14]. The catalyst is O1CCCC1. The product is [F:9][C:4]1[CH:3]=[C:2]([C:22]2([OH:25])[CH2:23][CH2:24][N:20]([C:13]([O:15][C:16]([CH3:18])([CH3:17])[CH3:19])=[O:14])[CH2:21]2)[CH:7]=[CH:6][C:5]=1[F:8]. The yield is 0.430. (2) The reactants are [OH:1][CH2:2][C:3]1[CH:8]=[CH:7][CH:6]=[CH:5][C:4]=1[CH2:9][N:10]1[CH2:15][CH2:14][N:13]([C:16]2[C:21]([C:22]([O:24][CH:25]([CH3:27])[CH3:26])=[O:23])=[CH:20][CH:19]=[CH:18][N:17]=2)[CH2:12][CH2:11]1. The catalyst is ClCCl.CCOC(C)=O.ClCCl.[O-2].[O-2].[Mn+4]. The product is [CH:2]([C:3]1[CH:8]=[CH:7][CH:6]=[CH:5][C:4]=1[CH2:9][N:10]1[CH2:11][CH2:12][N:13]([C:16]2[C:21]([C:22]([O:24][CH:25]([CH3:27])[CH3:26])=[O:23])=[CH:20][CH:19]=[CH:18][N:17]=2)[CH2:14][CH2:15]1)=[O:1]. The yield is 0.430. (3) The reactants are [CH2:1]([S:8][CH:9]([CH:42]=O)[CH2:10][NH:11][C:12]([C:14]1[NH:15][C:16]2[C:21]([CH:22]=1)=[CH:20][C:19]([O:23][CH2:24][CH2:25][CH2:26][S:27]([CH3:30])(=[O:29])=[O:28])=[CH:18][C:17]=2[N:31]([CH3:41])[S:32]([C:35]1[CH:40]=[CH:39][CH:38]=[CH:37][N:36]=1)(=[O:34])=[O:33])=[O:13])[C:2]1[CH:7]=[CH:6][CH:5]=[CH:4][CH:3]=1.[CH3:44][S:45]([N:48]1[CH2:53][CH2:52][NH:51][CH2:50][CH2:49]1)(=[O:47])=[O:46].C(O[BH-](OC(=O)C)OC(=O)C)(=O)C.[Na+].C(O)(=O)CC(CC(O)=O)(C(O)=O)O.C(=O)([O-])O.[Na+]. The catalyst is ClCCCl. The product is [CH2:1]([S:8][CH:9]([CH2:42][N:51]1[CH2:52][CH2:53][N:48]([S:45]([CH3:44])(=[O:47])=[O:46])[CH2:49][CH2:50]1)[CH2:10][NH:11][C:12]([C:14]1[NH:15][C:16]2[C:21]([CH:22]=1)=[CH:20][C:19]([O:23][CH2:24][CH2:25][CH2:26][S:27]([CH3:30])(=[O:28])=[O:29])=[CH:18][C:17]=2[N:31]([CH3:41])[S:32]([C:35]1[CH:40]=[CH:39][CH:38]=[CH:37][N:36]=1)(=[O:33])=[O:34])=[O:13])[C:2]1[CH:7]=[CH:6][CH:5]=[CH:4][CH:3]=1. The yield is 0.430. (4) The reactants are C[O:2][C:3]([C:5]1[N:6]([C:10]2[C:19]([N+:20]([O-])=O)=[CH:18][C:13]([C:14]([O:16][CH3:17])=[O:15])=[CH:12][N:11]=2)[CH:7]=[CH:8][CH:9]=1)=O.P(OC1C=CC=CC=1)(OC1C=CC=CC=1)OC1C=CC=CC=1. The catalyst is ClCCl.[NH4+].[O-][V](=O)=O.[Pt]. The product is [O:2]=[C:3]1[NH:20][C:19]2[CH:18]=[C:13]([C:14]([O:16][CH3:17])=[O:15])[CH:12]=[N:11][C:10]=2[N:6]2[CH:7]=[CH:8][CH:9]=[C:5]12. The yield is 0.540. (5) The reactants are [CH2:1]([N:3]1[CH:7]=[N:6][N:5]=[C:4]1[NH2:8])[CH3:2].[Li+].C[Si]([N-][Si](C)(C)C)(C)C.[Cl:19][C:20]1[C:28]([O:29][CH2:30][CH3:31])=[C:27]([Cl:32])[CH:26]=[C:25]([F:33])[C:21]=1[C:22](Cl)=[O:23]. The catalyst is C1COCC1. The product is [Cl:19][C:20]1[C:28]([O:29][CH2:30][CH3:31])=[C:27]([Cl:32])[CH:26]=[C:25]([F:33])[C:21]=1[C:22]([NH:8][C:4]1[N:3]([CH2:1][CH3:2])[CH:7]=[N:6][N:5]=1)=[O:23]. The yield is 0.530. (6) The reactants are [Cl:1][C:2]1[CH:7]=[C:6]([O:8][C:9]([F:12])([F:11])[F:10])[CH:5]=[C:4]([Cl:13])[C:3]=1[N:14]=[C:15]=[O:16].[NH2:17][C:18]1[CH:23]=[C:22]([F:24])[CH:21]=[CH:20][C:19]=1[C:25]([NH:27][C@@H:28]([CH:33]1[CH2:38][CH2:37][CH2:36][CH2:35][CH2:34]1)[C:29]([O:31][CH3:32])=[O:30])=[O:26].CCCCCC.C(OCC)(=O)C. The catalyst is N1C=CC=CC=1. The product is [CH:33]1([C@H:28]([NH:27][C:25]([C:19]2[CH:20]=[CH:21][C:22]([F:24])=[CH:23][C:18]=2[NH:17][C:15]([NH:14][C:3]2[C:2]([Cl:1])=[CH:7][C:6]([O:8][C:9]([F:10])([F:12])[F:11])=[CH:5][C:4]=2[Cl:13])=[O:16])=[O:26])[C:29]([O:31][CH3:32])=[O:30])[CH2:38][CH2:37][CH2:36][CH2:35][CH2:34]1. The yield is 0.860. (7) The reactants are [CH3:1][O:2][CH2:3][CH2:4][NH2:5].Br.[NH2:7][C:8]1[C:13]([CH2:14]Br)=[CH:12][C:11]([Br:16])=[CH:10][N:9]=1.CCN(C(C)C)C(C)C. The catalyst is C(Cl)Cl. The product is [NH2:7][C:8]1[C:13]([CH2:14][NH:5][CH2:4][CH2:3][O:2][CH3:1])=[CH:12][C:11]([Br:16])=[CH:10][N:9]=1. The yield is 0.900. (8) The reactants are CO[C:3](=[O:14])[C:4]1[C:9]([I:10])=[CH:8][C:7]([Cl:11])=[CH:6][C:5]=1[CH2:12]Br.[Cl:15][C:16]1[CH:23]=[CH:22][C:19]([CH2:20][NH2:21])=[CH:18][CH:17]=1.C([O-])([O-])=O.[K+].[K+].C(OCC)(=O)C. The catalyst is C1(C)C=CC=CC=1.CCCCCC. The product is [Cl:11][C:7]1[CH:6]=[C:5]2[C:4](=[C:9]([I:10])[CH:8]=1)[C:3](=[O:14])[N:21]([CH2:20][C:19]1[CH:22]=[CH:23][C:16]([Cl:15])=[CH:17][CH:18]=1)[CH2:12]2. The yield is 0.280. (9) The reactants are [CH2:1]([N:3](CC)CC)C.[CH2:8]1[CH2:12]OC[CH2:9]1.[CH2:13]([C:17]1[CH:22]=[CH:21][C:20]([C:23]2[O:27][N:26]=[C:25]([C:28]3[CH:35]=[CH:34][C:31](C=O)=[CH:30][CH:29]=3)[N:24]=2)=[CH:19][CH:18]=1)[CH:14]([CH3:16])[CH3:15].C(O[BH-]([O:45][C:46](=[O:48])[CH3:47])OC(=O)C)(=O)C.[Na+].[C:50](O)(=O)C.[CH2:54]1[CH2:58]OC[CH2:55]1. The catalyst is CO. The product is [C:54]([O:45][C:46]([C@H:47]1[CH2:12][C@@H:8]([NH:3][CH2:1][C:31]2[CH:34]=[CH:35][C:28]([C:25]3[N:24]=[C:23]([C:20]4[CH:19]=[CH:18][C:17]([CH2:13][CH:14]([CH3:15])[CH3:16])=[CH:22][CH:21]=4)[O:27][N:26]=3)=[CH:29][CH:30]=2)[CH2:9]1)=[O:48])([CH3:55])([CH3:58])[CH3:50]. The yield is 0.440. (10) The yield is 0.805. The product is [NH:16]1[CH:17]=[CH:18][C:8]([CH:9]=[CH:10][C:11]#[N:12])=[CH:15]1. The catalyst is C1(C)C=CC=CC=1. The reactants are N1C=CC(C=O)=C1.[CH2:8]1[CH2:18][CH2:17][N:16]2[C:11](=[N:12]CC[CH2:15]2)[CH2:10][CH2:9]1.